Dataset: Catalyst prediction with 721,799 reactions and 888 catalyst types from USPTO. Task: Predict which catalyst facilitates the given reaction. Reactant: [CH3:1][O:2][CH2:3][CH2:4][O:5][C:6]1[CH:11]=[C:10]2[C:12]([NH:16][C:17]3[CH:22]=[C:21]([C:23]#[CH:24])[CH:20]=[CH:19][CH:18]=3)=[N:13][CH:14]=[N:15][C:9]2=[CH:8][C:7]=1[O:25][CH2:26][CH2:27][O:28][CH3:29].[Cl:30]CCl.Cl. Product: [CH3:1][O:2][CH2:3][CH2:4][O:5][C:6]1[CH:11]=[C:10]2[C:12]([NH:16][C:17]3[CH:18]=[CH:19][CH:20]=[C:21]([C:23]#[CH:24])[CH:22]=3)=[N:13][CH:14]=[N:15][C:9]2=[CH:8][C:7]=1[O:25][CH2:26][CH2:27][O:28][CH3:29].[ClH:30]. The catalyst class is: 28.